Dataset: Full USPTO retrosynthesis dataset with 1.9M reactions from patents (1976-2016). Task: Predict the reactants needed to synthesize the given product. Given the product [CH2:46]([O:45][C:43](=[O:44])[CH2:42][N:29]1[CH2:28][CH2:27][C:26]2[C:31](=[CH:32][CH:33]=[C:24]([C:21]3[N:20]=[C:19]([C:11]4[CH:12]=[CH:13][C:14]([O:15][CH:16]([CH3:18])[CH3:17])=[C:9]([Cl:8])[CH:10]=4)[O:23][N:22]=3)[C:25]=2[CH3:34])[CH2:30]1)[CH3:47], predict the reactants needed to synthesize it. The reactants are: FC(F)(F)C(O)=O.[Cl:8][C:9]1[CH:10]=[C:11]([C:19]2[O:23][N:22]=[C:21]([C:24]3[C:25]([CH3:34])=[C:26]4[C:31](=[CH:32][CH:33]=3)[CH2:30][NH:29][CH2:28][CH2:27]4)[N:20]=2)[CH:12]=[CH:13][C:14]=1[O:15][CH:16]([CH3:18])[CH3:17].C(=O)([O-])[O-].[Cs+].[Cs+].Br[CH2:42][C:43]([O:45][CH2:46][CH3:47])=[O:44].